From a dataset of Full USPTO retrosynthesis dataset with 1.9M reactions from patents (1976-2016). Predict the reactants needed to synthesize the given product. (1) Given the product [CH2:8]([O:10][C:11]([C:12]1[N:15]=[N:16][N:1]([C:2]2[CH:7]=[CH:6][CH:5]=[CH:4][CH:3]=2)[CH:13]=1)=[O:17])[CH3:9], predict the reactants needed to synthesize it. The reactants are: [NH2:1][C:2]1[CH:7]=[CH:6][CH:5]=[CH:4][CH:3]=1.[CH2:8]([O:10][C:11](=[O:17])[C:12](=[N+:15]=[N-:16])[CH:13]=O)[CH3:9].C(O)(=O)C. (2) Given the product [C:1]([O:5][C:6]([N:8]1[CH2:15][CH:14]2[N:16]([C:17]([O:19][C:20]([CH3:21])([CH3:23])[CH3:22])=[O:18])[CH:10]([CH2:11][C:12]([C:27]3[S:31][C:30]([CH2:32][O:33][CH2:34][CH2:35][O:36][Si:37]([C:40]([CH3:43])([CH3:41])[CH3:42])([CH3:38])[CH3:39])=[N:29][CH:28]=3)=[C:13]2[C:24](=[O:25])[N:78]([CH:75]2[CH2:76][CH2:77]2)[CH2:79][C:80]2[CH:85]=[CH:84][CH:83]=[C:82]([Cl:86])[C:81]=2[Cl:87])[CH2:9]1)=[O:7])([CH3:4])([CH3:3])[CH3:2], predict the reactants needed to synthesize it. The reactants are: [C:1]([O:5][C:6]([N:8]1[CH2:15][CH:14]2[N:16]([C:17]([O:19][C:20]([CH3:23])([CH3:22])[CH3:21])=[O:18])[CH:10]([CH2:11][C:12]([C:27]3[S:31][C:30]([CH2:32][O:33][CH2:34][CH2:35][O:36][Si:37]([C:40]([CH3:43])([CH3:42])[CH3:41])([CH3:39])[CH3:38])=[N:29][CH:28]=3)=[C:13]2[C:24](O)=[O:25])[CH2:9]1)=[O:7])([CH3:4])([CH3:3])[CH3:2].CCN=C=NCCCN(C)C.Cl.C1C=CC2N(O)N=NC=2C=1.CCN(C(C)C)C(C)C.[CH:75]1([NH:78][CH2:79][C:80]2[CH:85]=[CH:84][CH:83]=[C:82]([Cl:86])[C:81]=2[Cl:87])[CH2:77][CH2:76]1. (3) Given the product [Cl:27][C:23]1[C:22]([F:28])=[C:21]([C@@H:20]2[C@:19]([C:31]3[CH:36]=[CH:35][C:34]([Cl:37])=[CH:33][C:32]=3[F:38])([C:29]#[N:30])[C@H:18]([CH2:39][C:40]([CH3:43])([CH3:42])[CH3:41])[NH:17][C@H:16]2[C:14]([NH:13][C:10]2[CH:9]=[CH:8][C:7]([C:4]([CH3:6])([CH3:5])[C:3]([OH:44])=[O:2])=[CH:12][CH:11]=2)=[O:15])[CH:26]=[CH:25][CH:24]=1, predict the reactants needed to synthesize it. The reactants are: C[O:2][C:3](=[O:44])[C:4]([C:7]1[CH:12]=[CH:11][C:10]([NH:13][C:14]([C@H:16]2[C@H:20]([C:21]3[CH:26]=[CH:25][CH:24]=[C:23]([Cl:27])[C:22]=3[F:28])[C@:19]([C:31]3[CH:36]=[CH:35][C:34]([Cl:37])=[CH:33][C:32]=3[F:38])([C:29]#[N:30])[C@H:18]([CH2:39][C:40]([CH3:43])([CH3:42])[CH3:41])[NH:17]2)=[O:15])=[CH:9][CH:8]=1)([CH3:6])[CH3:5].[Li+].[OH-]. (4) Given the product [OH:42][C:41]1[CH:49]=[CH:50][C:38]([CH2:37][N:36]([CH2:11][C:12]2[CH:20]=[CH:19][C:15]([C:16]([NH:9][CH2:1][CH2:2][CH2:3][CH2:4][CH2:5][CH2:6][CH2:7][CH3:8])=[O:17])=[CH:14][CH:13]=2)[C:29](=[O:30])[CH2:28][O:21][C:22]2[CH:27]=[CH:26][CH:25]=[CH:24][CH:23]=2)=[CH:39][C:40]=1[C:45]([OH:46])=[O:44], predict the reactants needed to synthesize it. The reactants are: [CH2:1]([NH2:9])[CH2:2][CH2:3][CH2:4][CH2:5][CH2:6][CH2:7][CH3:8].Cl[CH2:11][C:12]1[CH:20]=[CH:19][C:15]([C:16](Cl)=[O:17])=[CH:14][CH:13]=1.[O:21]([CH2:28][C:29](Cl)=[O:30])[C:22]1[CH:27]=[CH:26][CH:25]=[CH:24][CH:23]=1.C(O)(=O)C.[NH2:36][CH2:37][C:38]1[CH:50]=[CH:49][C:41]2[O:42]C(C)(C)[O:44][C:45](=[O:46])[C:40]=2[CH:39]=1. (5) Given the product [F:1][C:2]1[CH:3]=[C:4]2[C:9](=[C:10]([C:12]([NH:40][S:37]([CH3:36])(=[O:39])=[O:38])=[O:14])[CH:11]=1)[NH:8][CH:7]([C:15]1[CH:20]=[CH:19][CH:18]=[C:17]([N:21]3[CH2:26][CH2:25][N:24]([C:27]4[CH:28]=[CH:29][C:30]([CH3:33])=[CH:31][CH:32]=4)[CH2:23][CH2:22]3)[CH:16]=1)[CH2:6][C:5]2([CH3:35])[CH3:34], predict the reactants needed to synthesize it. The reactants are: [F:1][C:2]1[CH:3]=[C:4]2[C:9](=[C:10]([C:12]([OH:14])=O)[CH:11]=1)[NH:8][CH:7]([C:15]1[CH:20]=[CH:19][CH:18]=[C:17]([N:21]3[CH2:26][CH2:25][N:24]([C:27]4[CH:32]=[CH:31][C:30]([CH3:33])=[CH:29][CH:28]=4)[CH2:23][CH2:22]3)[CH:16]=1)[CH2:6][C:5]2([CH3:35])[CH3:34].[CH3:36][S:37]([NH2:40])(=[O:39])=[O:38]. (6) Given the product [Cl:4][C:5]1[CH:6]=[C:7]([CH:23]=[C:24]([Cl:26])[CH:25]=1)[O:8][C:9]1[C:10]([CH2:21][CH3:22])=[N:11][N:12]([CH2:16][C:17]([NH:2][NH2:3])=[O:18])[C:13]=1[CH2:14][CH3:15], predict the reactants needed to synthesize it. The reactants are: O.[NH2:2][NH2:3].[Cl:4][C:5]1[CH:6]=[C:7]([CH:23]=[C:24]([Cl:26])[CH:25]=1)[O:8][C:9]1[C:10]([CH2:21][CH3:22])=[N:11][N:12]([CH2:16][C:17](OC)=[O:18])[C:13]=1[CH2:14][CH3:15]. (7) Given the product [CH3:16][C@:15]12[CH2:17][CH2:18][C:19]3[C@@H:10]([CH2:9][CH2:8][C:7]4[C:2]=3[CH2:3][CH2:4][C:5](=[O:22])[CH:6]=4)[C@@H:11]1[CH2:12][CH2:13][C:14]2=[O:20], predict the reactants needed to synthesize it. The reactants are: O[C@@:2]12[C@@H:19]3[C@H:10]([C@H:11]4[C@@:15]([CH2:17][CH2:18]3)([CH3:16])[C:14](=[O:20])[CH2:13][CH2:12]4)[C@H:9](C)[CH2:8][C:7]1=[CH:6][C:5](=[O:22])[CH2:4][CH2:3]2.S(=O)(=O)(O)O.P(=O)(O)(O)O.O.